Dataset: Peptide-MHC class I binding affinity with 185,985 pairs from IEDB/IMGT. Task: Regression. Given a peptide amino acid sequence and an MHC pseudo amino acid sequence, predict their binding affinity value. This is MHC class I binding data. (1) The peptide sequence is ANITHFCSF. The MHC is HLA-B15:01 with pseudo-sequence HLA-B15:01. The binding affinity (normalized) is 0.749. (2) The binding affinity (normalized) is 0.0847. The peptide sequence is SHDTIGPYY. The MHC is HLA-B07:02 with pseudo-sequence HLA-B07:02. (3) The peptide sequence is ILGRYLPEF. The MHC is HLA-A11:01 with pseudo-sequence HLA-A11:01. The binding affinity (normalized) is 0.0847. (4) The peptide sequence is VRMYNPTNI. The MHC is Mamu-B03 with pseudo-sequence Mamu-B03. The binding affinity (normalized) is 0.205.